From a dataset of Catalyst prediction with 721,799 reactions and 888 catalyst types from USPTO. Predict which catalyst facilitates the given reaction. (1) Reactant: [F:1][C:2]1[CH:3]=[C:4]([CH:7]=[C:8]([F:11])[C:9]=1F)[C:5]#[N:6].C(N(C(C)C)C(C)C)C.[CH3:21][O:22][C:23]1[CH:30]=[CH:29][C:26]([CH2:27][NH2:28])=[CH:25][CH:24]=1. Product: [F:11][C:8]1[CH:7]=[C:4]([CH:3]=[C:2]([F:1])[C:9]=1[NH:28][CH2:27][C:26]1[CH:29]=[CH:30][C:23]([O:22][CH3:21])=[CH:24][CH:25]=1)[C:5]#[N:6]. The catalyst class is: 10. (2) Reactant: [CH:1]1([CH2:4][N:5]2[CH2:11][CH2:10][CH2:9][N:8](C(OCC3C=CC=CC=3)=O)[CH2:7][CH2:6]2)[CH2:3][CH2:2]1. Product: [CH:1]1([CH2:4][N:5]2[CH2:11][CH2:10][CH2:9][NH:8][CH2:7][CH2:6]2)[CH2:2][CH2:3]1. The catalyst class is: 178. (3) Reactant: C([O:8][C:9]1[CH:14]=[CH:13][C:12]([N:15]([C:39]2[CH:44]=[CH:43][CH:42]=[CH:41][CH:40]=2)[C:16]([C:18]2[C:26]3[C:21](=[CH:22][CH:23]=[CH:24][CH:25]=3)[N:20]([C:27]3[CH:35]=[CH:34][C:33]([N+:36]([O-])=O)=[CH:32][C:28]=3[C:29]([OH:31])=[O:30])[CH:19]=2)=[O:17])=[CH:11][CH:10]=1)C1C=CC=CC=1. Product: [NH2:36][C:33]1[CH:34]=[CH:35][C:27]([N:20]2[C:21]3[C:26](=[CH:25][CH:24]=[CH:23][CH:22]=3)[C:18]([C:16](=[O:17])[N:15]([C:12]3[CH:11]=[CH:10][C:9]([OH:8])=[CH:14][CH:13]=3)[C:39]3[CH:44]=[CH:43][CH:42]=[CH:41][CH:40]=3)=[CH:19]2)=[C:28]([CH:32]=1)[C:29]([OH:31])=[O:30].[NH2:15][C:12]1[CH:13]=[CH:14][CH:9]=[CH:10][CH:11]=1. The catalyst class is: 78.